Regression/Classification. Given a drug SMILES string, predict its absorption, distribution, metabolism, or excretion properties. Task type varies by dataset: regression for continuous measurements (e.g., permeability, clearance, half-life) or binary classification for categorical outcomes (e.g., BBB penetration, CYP inhibition). Dataset: cyp3a4_veith. From a dataset of CYP3A4 inhibition data for predicting drug metabolism from PubChem BioAssay. (1) The molecule is CNC(=O)[C@H]1O[C@H](n2cnc3c(NCc4cccc(I)c4)nc(Cl)nc32)[C@@H](O)[C@@H]1O. The result is 0 (non-inhibitor). (2) The compound is COC(=O)C1=C(N)Oc2cc(C)n(CC3CCCO3)c(=O)c2C1c1ccccc1OC. The result is 1 (inhibitor). (3) The molecule is COc1ccc(C(=O)NNC(=O)CSc2nnc(COc3ccc4ccccc4c3)n2C)cc1. The result is 1 (inhibitor). (4) The molecule is C[C@H]1CC[C@H](C(=O)O)N[C@@H]1c1ccc(C#Cc2ccccc2)cc1. The result is 0 (non-inhibitor).